From a dataset of Full USPTO retrosynthesis dataset with 1.9M reactions from patents (1976-2016). Predict the reactants needed to synthesize the given product. (1) Given the product [NH2:1][C:4]1[CH:9]=[C:8]([S:10]([C:13]([F:16])([F:14])[F:15])(=[O:12])=[O:11])[CH:7]=[CH:6][C:5]=1[OH:17], predict the reactants needed to synthesize it. The reactants are: [N+:1]([C:4]1[CH:9]=[C:8]([S:10]([C:13]([F:16])([F:15])[F:14])(=[O:12])=[O:11])[CH:7]=[CH:6][C:5]=1[OH:17])([O-])=O.C(O)(=O)C. (2) Given the product [NH2:23][C:22]1[C:13]([NH:12][CH2:11][C@@H:8]2[CH2:9][CH2:10][N:6]([C:4]([CH:1]3[CH2:3][CH2:2]3)=[O:5])[CH2:7]2)=[C:14]([CH:19]=[CH:20][CH:21]=1)[C:15]([NH:17][CH3:18])=[O:16], predict the reactants needed to synthesize it. The reactants are: [CH:1]1([C:4]([N:6]2[CH2:10][CH2:9][C@@H:8]([CH2:11][NH:12][C:13]3[C:22]([N+:23]([O-])=O)=[CH:21][CH:20]=[CH:19][C:14]=3[C:15]([NH:17][CH3:18])=[O:16])[CH2:7]2)=[O:5])[CH2:3][CH2:2]1. (3) Given the product [CH3:1][C:2]([N:10]1[CH:14]=[C:13]([NH:15][C:16](=[O:22])[CH:17]([NH:21][C:35](=[O:36])[CH2:34][C:31]2[S:32][CH:33]=[C:29]([C:23]3[CH:24]=[CH:25][CH:26]=[CH:27][CH:28]=3)[N:30]=2)[CH2:18][CH2:19][CH3:20])[N:12]=[CH:11]1)([CH3:9])[CH2:3][N:4]1[CH2:8][CH2:7][CH2:6][CH2:5]1, predict the reactants needed to synthesize it. The reactants are: [CH3:1][C:2]([N:10]1[CH:14]=[C:13]([NH:15][C:16](=[O:22])[CH:17]([NH2:21])[CH2:18][CH2:19][CH3:20])[N:12]=[CH:11]1)([CH3:9])[CH2:3][N:4]1[CH2:8][CH2:7][CH2:6][CH2:5]1.[C:23]1([C:29]2[N:30]=[C:31]([CH2:34][C:35](O)=[O:36])[S:32][CH:33]=2)[CH:28]=[CH:27][CH:26]=[CH:25][CH:24]=1.